This data is from Forward reaction prediction with 1.9M reactions from USPTO patents (1976-2016). The task is: Predict the product of the given reaction. (1) Given the reactants [O:1]1[CH2:5][C:4](=[O:6])[CH2:3][C:2]1=[O:7].[F:8][C:9]([F:15])([F:14])[CH2:10][C:11](O)=[O:12].C1CCC(N=C=NC2CCCCC2)CC1, predict the reaction product. The product is: [OH:6][C:4]1[CH2:5][O:1][C:2](=[O:7])[C:3]=1[C:11](=[O:12])[CH2:10][C:9]([F:15])([F:14])[F:8]. (2) Given the reactants C1([S:7]([NH2:10])(=[O:9])=[O:8])CCCCC1.[CH2:11]([Mg]Cl)[C:12]([CH3:15])([CH3:14])[CH3:13], predict the reaction product. The product is: [CH2:11]([S:7]([NH2:10])(=[O:9])=[O:8])[C:12]([CH3:15])([CH3:14])[CH3:13]. (3) Given the reactants [CH2:1]1[C:10]2[C:5](=[CH:6][CH:7]=[CH:8][CH:9]=2)[CH2:4][CH2:3][N:2]1[CH2:11][CH2:12][N:13]1[CH2:21][C:20]2[C:15](=[CH:16][CH:17]=[CH:18][C:19]=2[N+:22]([O-])=O)[C:14]1=[O:25].[Cl-].[NH4+], predict the reaction product. The product is: [NH2:22][C:19]1[CH:18]=[CH:17][CH:16]=[C:15]2[C:20]=1[CH2:21][N:13]([CH2:12][CH2:11][N:2]1[CH2:3][CH2:4][C:5]3[C:10](=[CH:9][CH:8]=[CH:7][CH:6]=3)[CH2:1]1)[C:14]2=[O:25].